Task: Predict the product of the given reaction.. Dataset: Forward reaction prediction with 1.9M reactions from USPTO patents (1976-2016) (1) Given the reactants Cl[C:2]1C=C(N)C=CN=1.[Br:9][C:10]1[N:15]=[C:14]([NH:16][C:17]2[CH:22]=[CH:21][N:20]=[C:19]([Cl:23])[CH:18]=2)[C:13]([N+:24]([O-])=O)=[CH:12][CH:11]=1.BrC1C([N+]([O-])=O)=CC=C(Br)N=1.C(N(CC)CC)C, predict the reaction product. The product is: [Br:9][C:10]1[N:15]=[C:14]2[N:16]([C:17]3[CH:22]=[CH:21][N:20]=[C:19]([Cl:23])[CH:18]=3)[CH:2]=[N:24][C:13]2=[CH:12][CH:11]=1. (2) Given the reactants [CH2:1]([C:3]1[CH:8]=[CH:7][C:6]([C@H:9]2[CH2:14][C@@H:13]([C:15]([F:18])([F:17])[F:16])[N:12]3[N:19]=[CH:20][C:21]([C:22]([OH:24])=O)=[C:11]3[NH:10]2)=[CH:5][CH:4]=1)[CH3:2].CN(C(ON1N=NC2C=CC=NC1=2)=[N+](C)C)C.F[P-](F)(F)(F)(F)F.C(N(CC)C(C)C)(C)C.[CH3:58][C:59]1[CH:66]=[CH:65][C:62]([CH2:63][NH2:64])=[CH:61][CH:60]=1, predict the reaction product. The product is: [CH2:1]([C:3]1[CH:8]=[CH:7][C:6]([C@H:9]2[CH2:14][C@@H:13]([C:15]([F:18])([F:16])[F:17])[N:12]3[N:19]=[CH:20][C:21]([C:22]([NH:64][CH2:63][C:62]4[CH:65]=[CH:66][C:59]([CH3:58])=[CH:60][CH:61]=4)=[O:24])=[C:11]3[NH:10]2)=[CH:5][CH:4]=1)[CH3:2]. (3) Given the reactants [Cl:1][C:2]1[CH:7]=[CH:6][C:5]([C:8]2[CH:13]=[C:12]([C:14]3[C:19]([C:20]([O:22]C)=[O:21])=[CH:18][CH:17]=[CH:16][N:15]=3)[CH:11]=[CH:10][N:9]=2)=[C:4]([F:24])[CH:3]=1.[OH-].[K+:26], predict the reaction product. The product is: [Cl:1][C:2]1[CH:7]=[CH:6][C:5]([C:8]2[CH:13]=[C:12]([C:14]3[C:19]([C:20]([O-:22])=[O:21])=[CH:18][CH:17]=[CH:16][N:15]=3)[CH:11]=[CH:10][N:9]=2)=[C:4]([F:24])[CH:3]=1.[K+:26]. (4) Given the reactants Br[CH:2]([C:16]1[CH:21]=[CH:20][CH:19]=[CH:18][C:17]=1[F:22])[C:3]([C:5]1[CH:6]=[CH:7][C:8]2[O:13][CH2:12][C:11](=[O:14])[NH:10][C:9]=2[CH:15]=1)=O.[Br-].[I:24][C:25]1[CH:50]=[CH:49][C:28]([CH2:29][P+](C2C=CC=CC=2)(C2C=CC=CC=2)C2C=CC=CC=2)=[C:27]([SH:51])[CH:26]=1, predict the reaction product. The product is: [F:22][C:17]1[CH:18]=[CH:19][CH:20]=[CH:21][C:16]=1[CH:2]1[C:3]([C:5]2[CH:6]=[CH:7][C:8]3[O:13][CH2:12][C:11](=[O:14])[NH:10][C:9]=3[CH:15]=2)=[CH:29][C:28]2[C:27](=[CH:26][C:25]([I:24])=[CH:50][CH:49]=2)[S:51]1. (5) The product is: [NH2:1][C:2]1[C:11]([F:12])=[C:10]([NH:13][CH2:14][CH2:15][NH:16][C:17]2[CH:22]=[CH:21][CH:20]=[CH:19][N:18]=2)[C:9]([F:23])=[C:8]2[C:3]=1[C:4](=[O:32])[CH:5]=[C:6]([C:27]([OH:29])=[O:28])[N:7]2[CH:24]1[CH2:25][CH2:26]1. Given the reactants [NH2:1][C:2]1[C:11]([F:12])=[C:10]([NH:13][CH2:14][CH2:15][NH:16][C:17]2[CH:22]=[CH:21][CH:20]=[CH:19][N:18]=2)[C:9]([F:23])=[C:8]2[C:3]=1[C:4](=[O:32])[CH:5]=[C:6]([C:27]([O:29]CC)=[O:28])[N:7]2[CH:24]1[CH2:26][CH2:25]1.[OH-].[Na+], predict the reaction product. (6) The product is: [CH3:8][C:7]1[C:2]([C:14]2[CH:15]=[CH:16][C:17]3[C:22](=[CH:21][CH:20]=[CH:19][CH:18]=3)[CH:13]=2)=[C:3]([CH3:12])[C:4]([CH3:11])=[C:5]([CH3:10])[C:6]=1[CH3:9]. Given the reactants Br[C:2]1[C:7]([CH3:8])=[C:6]([CH3:9])[C:5]([CH3:10])=[C:4]([CH3:11])[C:3]=1[CH3:12].[CH:13]1[C:22]2[C:17](=[CH:18][CH:19]=[CH:20][CH:21]=2)[CH:16]=[CH:15][C:14]=1B(O)O.P([O-])([O-])([O-])=O.[K+].[K+].[K+].N#N.C1(C)C=CC=CC=1P, predict the reaction product. (7) Given the reactants [CH3:1][O:2][C:3]1[CH:11]=[CH:10][C:6]([CH2:7][CH2:8][OH:9])=[CH:5][CH:4]=1.[Cl:12][C:13]1[CH:18]=[N:17][CH:16]=[C:15](Cl)[N:14]=1, predict the reaction product. The product is: [Cl:12][C:13]1[CH:18]=[N:17][CH:16]=[C:15]([O:9][CH2:8][CH2:7][C:6]2[CH:10]=[CH:11][C:3]([O:2][CH3:1])=[CH:4][CH:5]=2)[N:14]=1. (8) Given the reactants [Cl:1][C:2]1[CH:7]=[CH:6][C:5]([CH2:8][C@@H:9]([NH:27]C(OC(C)(C)C)=O)[C:10]([N:12]2[CH2:17][CH2:16][CH:15]([C:18]3[CH:23]=[CH:22][CH:21]=[CH:20][C:19]=3[CH2:24][CH2:25][OH:26])[CH2:14][CH2:13]2)=[O:11])=[CH:4][CH:3]=1.Cl, predict the reaction product. The product is: [ClH:1].[NH2:27][C@H:9]([CH2:8][C:5]1[CH:6]=[CH:7][C:2]([Cl:1])=[CH:3][CH:4]=1)[C:10]([N:12]1[CH2:17][CH2:16][CH:15]([C:18]2[CH:23]=[CH:22][CH:21]=[CH:20][C:19]=2[CH2:24][CH2:25][OH:26])[CH2:14][CH2:13]1)=[O:11]. (9) The product is: [ClH:43].[OH:1][C:2]1([CH2:9][C:10]([NH:12][C:13]2[CH:22]=[CH:21][CH:20]=[C:19]3[C:14]=2[CH:15]=[CH:16][N:17]([CH2:24][C@H:25]2[CH2:29][CH2:28][CH2:27][NH:26]2)[C:18]3=[O:23])=[O:11])[CH2:3][CH2:4][CH2:5][CH2:6][CH2:7][CH2:8]1. Given the reactants [OH:1][C:2]1([CH2:9][C:10]([NH:12][C:13]2[CH:22]=[CH:21][CH:20]=[C:19]3[C:14]=2[CH:15]=[CH:16][N:17]([CH2:24][C@H:25]2[CH2:29][CH2:28][CH2:27][N:26]2C(OC(C)(C)C)=O)[C:18]3=[O:23])=[O:11])[CH2:8][CH2:7][CH2:6][CH2:5][CH2:4][CH2:3]1.O1CCOCC1.[ClH:43], predict the reaction product.